From a dataset of Forward reaction prediction with 1.9M reactions from USPTO patents (1976-2016). Predict the product of the given reaction. (1) Given the reactants [F:1][C:2]([F:33])([F:32])[C:3]1[CH:8]=[CH:7][CH:6]=[CH:5][C:4]=1[C@H:9]([O:11][C:12]1[CH:16]=[C:15]([N:17]2[C:21]3[CH:22]=C(C=C)[CH:24]=[CH:25][C:20]=3[N:19]=[CH:18]2)[S:14][C:13]=1[C:28]([O:30][CH3:31])=[O:29])[CH3:10].C[N+]1([O-])CC[O:38]CC1.[CH3:42][C:43]([CH3:45])=[O:44].O, predict the reaction product. The product is: [OH:44][CH:43]([C:45]1[CH:24]=[CH:25][C:20]2[N:19]=[CH:18][N:17]([C:15]3[S:14][C:13]([C:28]([O:30][CH3:31])=[O:29])=[C:12]([O:11][C@@H:9]([C:4]4[CH:5]=[CH:6][CH:7]=[CH:8][C:3]=4[C:2]([F:33])([F:32])[F:1])[CH3:10])[CH:16]=3)[C:21]=2[CH:22]=1)[CH2:42][OH:38]. (2) Given the reactants N12CCCN=C1CCCCC2.[NH2:12][CH2:13][C:14]1[CH:22]=[CH:21][CH:20]=[C:19]2[C:15]=1[C:16](=[O:32])[N:17]([CH:24]1[CH2:29][CH2:28][C:27](=[O:30])[NH:26][C:25]1=[O:31])[C:18]2=[O:23].[CH2:33]([O:35][C:36](=[O:45])[CH2:37][CH2:38][CH2:39][CH2:40][CH2:41][C:42](Cl)=[O:43])[CH3:34], predict the reaction product. The product is: [O:31]=[C:25]1[CH:24]([N:17]2[C:16](=[O:32])[C:15]3[C:19](=[CH:20][CH:21]=[CH:22][C:14]=3[CH2:13][NH:12][C:42]([CH2:41][CH2:40][CH2:39][CH2:38][CH2:37][C:36]([O:35][CH2:33][CH3:34])=[O:45])=[O:43])[C:18]2=[O:23])[CH2:29][CH2:28][C:27](=[O:30])[NH:26]1. (3) Given the reactants [Br:1][C:2]1[S:3][C:4](Br)=[CH:5][CH:6]=1.B([C:11]1[S:15][C:14]([C:16]([OH:18])=[O:17])=[CH:13][CH:12]=1)(O)O, predict the reaction product. The product is: [Br:1][C:2]1[S:3][C:4]([C:11]2[S:15][C:14]([C:16]([OH:18])=[O:17])=[CH:13][CH:12]=2)=[CH:5][CH:6]=1. (4) Given the reactants [CH3:1][O:2][C:3]1[CH:8]=[CH:7][CH:6]=[CH:5][C:4]=1[C:9]1[CH:17]=[C:16]2[C:12]([CH2:13][C:14](=[O:18])[NH:15]2)=[CH:11][CH:10]=1.[N:19]1([CH2:24][CH2:25][NH:26][C:27]([C:29]2[C:33]([C:34]3[CH:39]=[CH:38][CH:37]=[CH:36][CH:35]=3)=[C:32]([CH:40]=O)[NH:31][C:30]=2[CH3:42])=[O:28])[CH2:23][CH2:22][CH2:21][CH2:20]1, predict the reaction product. The product is: [N:19]1([CH2:24][CH2:25][NH:26][C:27]([C:29]2[C:33]([C:34]3[CH:35]=[CH:36][CH:37]=[CH:38][CH:39]=3)=[C:32]([CH:40]=[C:13]3[C:12]4[C:16](=[CH:17][C:9]([C:4]5[CH:5]=[CH:6][CH:7]=[CH:8][C:3]=5[O:2][CH3:1])=[CH:10][CH:11]=4)[NH:15][C:14]3=[O:18])[NH:31][C:30]=2[CH3:42])=[O:28])[CH2:20][CH2:21][CH2:22][CH2:23]1. (5) Given the reactants [I:1][C:2]1[CH:7]=[CH:6][C:5]([I:8])=[CH:4][C:3]=1[OH:9].Br[CH2:11][C:12]#[N:13].C(=O)([O-])[O-].[K+].[K+].O, predict the reaction product. The product is: [I:1][C:2]1[CH:7]=[CH:6][C:5]([I:8])=[CH:4][C:3]=1[O:9][CH2:11][C:12]#[N:13]. (6) Given the reactants [C:1]([O:5][C:6](=[O:19])[NH:7][C:8]1[CH:13]=[CH:12][C:11]([C:14]([F:17])([F:16])[F:15])=[CH:10][C:9]=1[NH2:18])([CH3:4])([CH3:3])[CH3:2].C([O:24][C:25](=O)[CH2:26][C:27]([C:29]1[CH:34]=[CH:33][CH:32]=[C:31]([C:35]2[CH:40]=[CH:39][N:38]=[C:37]([CH2:41][CH3:42])[CH:36]=2)[CH:30]=1)=[O:28])(C)(C)C, predict the reaction product. The product is: [C:1]([O:5][C:6](=[O:19])[NH:7][C:8]1[CH:13]=[CH:12][C:11]([C:14]([F:17])([F:16])[F:15])=[CH:10][C:9]=1[NH:18][C:25](=[O:24])[CH2:26][C:27]([C:29]1[CH:34]=[CH:33][CH:32]=[C:31]([C:35]2[CH:40]=[CH:39][N:38]=[C:37]([CH2:41][CH3:42])[CH:36]=2)[CH:30]=1)=[O:28])([CH3:4])([CH3:2])[CH3:3]. (7) The product is: [C:26]1([CH:19]([C:20]2[CH:25]=[CH:24][CH:23]=[CH:22][CH:21]=2)[CH2:18][CH2:17][CH2:16][NH:15][C:13](=[O:14])[CH2:12][N:9]2[CH2:8][CH2:7][C:6]3[C:11](=[C:2]([NH:1][S:33]([CH3:32])(=[O:35])=[O:34])[CH:3]=[CH:4][CH:5]=3)[CH2:10]2)[CH:27]=[CH:28][CH:29]=[CH:30][CH:31]=1. Given the reactants [NH2:1][C:2]1[CH:3]=[CH:4][CH:5]=[C:6]2[C:11]=1[CH2:10][N:9]([CH2:12][C:13]([NH:15][CH2:16][CH2:17][CH2:18][CH:19]([C:26]1[CH:31]=[CH:30][CH:29]=[CH:28][CH:27]=1)[C:20]1[CH:25]=[CH:24][CH:23]=[CH:22][CH:21]=1)=[O:14])[CH2:8][CH2:7]2.[CH3:32][S:33](Cl)(=[O:35])=[O:34].C(N(CC)CC)C, predict the reaction product. (8) Given the reactants [Br:1][C:2]1[CH:7]=[CH:6][C:5]([S:8](Cl)(=[O:10])=[O:9])=[CH:4][C:3]=1[F:12].[CH2:13]([NH2:15])[CH3:14], predict the reaction product. The product is: [Br:1][C:2]1[CH:7]=[CH:6][C:5]([S:8]([NH:15][CH2:13][CH3:14])(=[O:10])=[O:9])=[CH:4][C:3]=1[F:12]. (9) Given the reactants [CH2:1]([N:5]1[CH2:9][C:8](=[O:10])[NH:7][C:6]1=[O:11])[CH2:2][CH2:3][CH3:4].N([CH2:15][CH2:16][CH2:17][CH2:18][CH2:19][CH3:20])=C=O.C[N:22]([CH:24]=[O:25])C, predict the reaction product. The product is: [CH2:1]([N:5]1[CH2:9][C:8](=[O:10])[NH:7][C:6]1=[O:11])[CH2:2][CH2:3][CH3:4].[CH2:15]([C:24]([NH2:22])=[O:25])[CH2:16][CH2:17][CH2:18][CH2:19][CH3:20].